Dataset: Full USPTO retrosynthesis dataset with 1.9M reactions from patents (1976-2016). Task: Predict the reactants needed to synthesize the given product. (1) Given the product [CH:1]([N:4]1[C:8]([C:9]2[N:18]=[C:17]3[C:16]4[CH:19]=[CH:20][C:21]([C:23]5[CH2:28][CH2:27][N:26]([CH3:34])[CH2:25][C:24]=5[C:29]([NH2:31])=[O:30])=[CH:22][C:15]=4[O:14][CH2:13][CH2:12][N:11]3[CH:10]=2)=[N:7][CH:6]=[N:5]1)([CH3:3])[CH3:2], predict the reactants needed to synthesize it. The reactants are: [CH:1]([N:4]1[C:8]([C:9]2[N:18]=[C:17]3[N:11]([CH2:12][CH2:13][O:14][C:15]4[CH:22]=[C:21]([C:23]5[CH2:28][CH2:27][NH:26][CH2:25][C:24]=5[C:29]([NH2:31])=[O:30])[CH:20]=[CH:19][C:16]=43)[CH:10]=2)=[N:7][CH:6]=[N:5]1)([CH3:3])[CH3:2].C=O.[C:34](O[BH-](OC(=O)C)OC(=O)C)(=O)C.[Na+].C(O)(=O)C.C(=O)([O-])O.[Na+]. (2) Given the product [ClH:1].[Cl:1][C:2]1[N:7]=[C:6]([C:8]2[S:25][C:11]3[C:12]([CH3:23])([CH3:24])[NH:13][C:14](=[O:15])[C:10]=3[CH:9]=2)[CH:5]=[CH:4][N:3]=1, predict the reactants needed to synthesize it. The reactants are: [Cl:1][C:2]1[N:7]=[C:6]([C:8]2[S:25][C:11]3[C:12]([CH3:24])([CH3:23])[N:13](C(OC(C)(C)C)=O)[C:14](=[O:15])[C:10]=3[CH:9]=2)[CH:5]=[CH:4][N:3]=1.Cl. (3) Given the product [CH2:1]([O:3][C:4]1[CH:5]=[C:6]([C@H:12]([N:18]2[C:26](=[O:27])[C:25]3[C:20](=[CH:21][CH:22]=[CH:23][C:24]=3[NH:28][C:29]([CH:31]3[CH2:33][CH2:32]3)=[O:30])[CH2:19]2)[CH2:13][C:14](=[O:17])[NH:15][O:16][C:34](=[O:38])[CH:35]([CH3:37])[CH3:36])[CH:7]=[CH:8][C:9]=1[O:10][CH3:11])[CH3:2], predict the reactants needed to synthesize it. The reactants are: [CH2:1]([O:3][C:4]1[CH:5]=[C:6]([C@H:12]([N:18]2[C:26](=[O:27])[C:25]3[C:20](=[CH:21][CH:22]=[CH:23][C:24]=3[NH:28][C:29]([CH:31]3[CH2:33][CH2:32]3)=[O:30])[CH2:19]2)[CH2:13][C:14](=[O:17])[NH:15][OH:16])[CH:7]=[CH:8][C:9]=1[O:10][CH3:11])[CH3:2].[C:34](Cl)(=[O:38])[CH:35]([CH3:37])[CH3:36]. (4) Given the product [OH:24][CH2:23][CH2:22][CH2:21][C:17]1[CH:16]=[C:15]([C:11]2[CH:12]=[CH:13][CH:14]=[C:9]([OH:8])[CH:10]=2)[CH:20]=[CH:19][CH:18]=1, predict the reactants needed to synthesize it. The reactants are: C([O:8][C:9]1[CH:10]=[C:11]([C:15]2[CH:20]=[CH:19][CH:18]=[C:17]([CH2:21][CH2:22][CH2:23][OH:24])[CH:16]=2)[CH:12]=[CH:13][CH:14]=1)C1C=CC=CC=1.